From a dataset of Forward reaction prediction with 1.9M reactions from USPTO patents (1976-2016). Predict the product of the given reaction. (1) Given the reactants [CH2:1]([O:3][C:4](=[O:15])/[C:5](/[NH:11][C:12](=[O:14])[CH3:13])=[C:6](/[N:8]([CH3:10])C)\[CH3:7])[CH3:2].[CH:16]1(N)C[CH2:17]1, predict the reaction product. The product is: [CH2:1]([O:3][C:4](=[O:15])/[C:5](/[NH:11][C:12](=[O:14])[CH3:13])=[C:6](/[NH:8][CH:10]1[CH2:17][CH2:16]1)\[CH3:7])[CH3:2]. (2) The product is: [OH:17][C:18]1([C:24]2[S:25][CH:26]=[CH:27][CH:28]=2)[CH2:19][CH2:20][N:21]([CH:2]([CH3:16])[C:3]([C:5]2[CH:15]=[CH:14][C:8]3[NH:9][C:10](=[O:13])[CH2:11][O:12][C:7]=3[CH:6]=2)=[O:4])[CH2:22][CH2:23]1. Given the reactants Br[CH:2]([CH3:16])[C:3]([C:5]1[CH:15]=[CH:14][C:8]2[NH:9][C:10](=[O:13])[CH2:11][O:12][C:7]=2[CH:6]=1)=[O:4].[OH:17][C:18]1([C:24]2[S:25][CH:26]=[CH:27][CH:28]=2)[CH2:23][CH2:22][NH:21][CH2:20][CH2:19]1.C(N(CC)CC)C.O, predict the reaction product. (3) Given the reactants [F:1][C:2]1[CH:7]=[CH:6][CH:5]=[C:4]([F:8])[C:3]=1[C:9]1[O:10][C:11]([C:17]2[S:18][CH:19]=[CH:20][CH:21]=2)=[C:12]([C:14](O)=[O:15])[N:13]=1.O.OC1C2N=N[NH:29]C=2C=CC=1.N.O1CCOCC1.Cl.CN(C)CCCN=C=NCC, predict the reaction product. The product is: [F:1][C:2]1[CH:7]=[CH:6][CH:5]=[C:4]([F:8])[C:3]=1[C:9]1[O:10][C:11]([C:17]2[S:18][CH:19]=[CH:20][CH:21]=2)=[C:12]([C:14]([NH2:29])=[O:15])[N:13]=1. (4) Given the reactants [F:1][C:2]1[CH:3]=[C:4]2[C:9](=[CH:10][CH:11]=1)[N:8]=[C:7]([O:12][CH3:13])[C:6]([NH:14][C:15](=[O:19])OCC)=[N:5]2.[CH3:20][O:21][C:22]1[CH:23]=[C:24]([N:30]2[CH2:35][CH2:34][NH:33][CH2:32][CH2:31]2)[CH:25]=[C:26]([O:28][CH3:29])[CH:27]=1, predict the reaction product. The product is: [F:1][C:2]1[CH:3]=[C:4]2[C:9](=[CH:10][CH:11]=1)[N:8]=[C:7]([O:12][CH3:13])[C:6]([NH:14][C:15]([N:33]1[CH2:32][CH2:31][N:30]([C:24]3[CH:23]=[C:22]([O:21][CH3:20])[CH:27]=[C:26]([O:28][CH3:29])[CH:25]=3)[CH2:35][CH2:34]1)=[O:19])=[N:5]2. (5) Given the reactants [NH2:1][CH2:2][C@@H:3]([OH:20])[CH2:4][N:5]1[CH2:10][CH2:9][CH:8]([O:11][C:12]2[CH:17]=[CH:16][C:15]([Cl:18])=[C:14]([Cl:19])[CH:13]=2)[CH2:7][CH2:6]1.[CH3:21][S:22]([C:25]1[CH:26]=[C:27]([CH:31]=[CH:32][CH:33]=1)[C:28](O)=[O:29])(=[O:24])=[O:23], predict the reaction product. The product is: [Cl:19][C:14]1[CH:13]=[C:12]([CH:17]=[CH:16][C:15]=1[Cl:18])[O:11][CH:8]1[CH2:9][CH2:10][N:5]([CH2:4][C@H:3]([OH:20])[CH2:2][NH:1][C:28](=[O:29])[C:27]2[CH:31]=[CH:32][CH:33]=[C:25]([S:22]([CH3:21])(=[O:24])=[O:23])[CH:26]=2)[CH2:6][CH2:7]1. (6) Given the reactants F[C:2]1[CH:11]=[CH:10][C:5]([C:6]([O:8][CH3:9])=[O:7])=[C:4]([O:12][CH3:13])[CH:3]=1.C(=O)([O-])[O-].[K+].[K+].Cl.[F:21][C:22]1([F:28])[CH2:27][CH2:26][NH:25][CH2:24][CH2:23]1.CN(C=O)C, predict the reaction product. The product is: [F:21][C:22]1([F:28])[CH2:27][CH2:26][N:25]([C:2]2[CH:11]=[CH:10][C:5]([C:6]([O:8][CH3:9])=[O:7])=[C:4]([O:12][CH3:13])[CH:3]=2)[CH2:24][CH2:23]1.